From a dataset of Tyrosyl-DNA phosphodiesterase HTS with 341,365 compounds. Binary Classification. Given a drug SMILES string, predict its activity (active/inactive) in a high-throughput screening assay against a specified biological target. (1) The compound is S([O-])(=O)(=O)c1c2c(c(S([O-])(=O)=O)ccc2NC(=O)c2ccc(NC(=O)c3ccc(NC(=O)Nc4ccc(C(=O)Nc5ccc(C(=O)Nc6c7c(c(S([O-])(=O)=O)cc6)cc(S([O-])(=O)=O)cc7S([O-])(=O)=O)cc5)cc4)cc3)cc2)cc(S([O-])(=O)=O)c1. The result is 1 (active). (2) The molecule is S(C1CCOC1=O)c1n(Cc2ccccc2)c(nn1)c1sccc1. The result is 0 (inactive).